From a dataset of NCI-60 drug combinations with 297,098 pairs across 59 cell lines. Regression. Given two drug SMILES strings and cell line genomic features, predict the synergy score measuring deviation from expected non-interaction effect. Drug 1: CC1=C(C=C(C=C1)C(=O)NC2=CC(=CC(=C2)C(F)(F)F)N3C=C(N=C3)C)NC4=NC=CC(=N4)C5=CN=CC=C5. Drug 2: CCC1(C2=C(COC1=O)C(=O)N3CC4=CC5=C(C=CC(=C5CN(C)C)O)N=C4C3=C2)O.Cl. Cell line: A549. Synergy scores: CSS=16.7, Synergy_ZIP=-8.78, Synergy_Bliss=-2.16, Synergy_Loewe=-31.8, Synergy_HSA=-3.57.